This data is from Reaction yield outcomes from USPTO patents with 853,638 reactions. The task is: Predict the reaction yield, written as a fraction of the theoretical maximum amount of product (1.0 means a 100% yield; for example, 0.34 means a 34% yield). (1) The reactants are [F:1][C:2]([F:7])([F:6])[CH2:3][CH2:4][I:5].[C:8]1([P:14]([C:21]2[CH:26]=[CH:25][CH:24]=[CH:23][CH:22]=2)[C:15]2[CH:20]=[CH:19][CH:18]=[CH:17][CH:16]=2)[CH:13]=[CH:12][CH:11]=[CH:10][CH:9]=1. The catalyst is C1(C)C=CC=CC=1. The product is [I-:5].[F:1][C:2]([F:7])([F:6])[CH2:3][CH2:4][P+:14]([C:15]1[CH:16]=[CH:17][CH:18]=[CH:19][CH:20]=1)([C:21]1[CH:26]=[CH:25][CH:24]=[CH:23][CH:22]=1)[C:8]1[CH:9]=[CH:10][CH:11]=[CH:12][CH:13]=1. The yield is 0.920. (2) The reactants are [OH:1][CH:2]([C:6]1[CH:11]=[CH:10][C:9]([C:12]2[N:16]=[C:15]([C:17]3[O:21][N:20]=[C:19]([C:22]4[CH:27]=[CH:26][CH:25]=[CH:24][CH:23]=4)[C:18]=3[C:28]([F:31])([F:30])[F:29])[O:14][N:13]=2)=[CH:8][CH:7]=1)[C:3]([OH:5])=O.[CH3:32][C:33]1[O:37][N:36]=[C:35]([CH2:38][NH2:39])[CH:34]=1.CN(C(ON1N=NC2C=CC=NC1=2)=[N+](C)C)C.F[P-](F)(F)(F)(F)F.CN1CCOCC1. The catalyst is CN(C=O)C. The product is [OH:1][CH:2]([C:6]1[CH:7]=[CH:8][C:9]([C:12]2[N:16]=[C:15]([C:17]3[O:21][N:20]=[C:19]([C:22]4[CH:23]=[CH:24][CH:25]=[CH:26][CH:27]=4)[C:18]=3[C:28]([F:31])([F:30])[F:29])[O:14][N:13]=2)=[CH:10][CH:11]=1)[C:3]([NH:39][CH2:38][C:35]1[CH:34]=[C:33]([CH3:32])[O:37][N:36]=1)=[O:5]. The yield is 0.482.